Dataset: Full USPTO retrosynthesis dataset with 1.9M reactions from patents (1976-2016). Task: Predict the reactants needed to synthesize the given product. (1) Given the product [C:1]([C:9]1[CH:53]=[CH:52][CH:51]=[CH:50][C:10]=1[NH:11][CH:12]([CH2:18][C:19]1[CH:24]=[CH:23][C:22]([O:25][CH2:26][CH2:27][N:28]2[C:37]3[C:32](=[CH:33][C:34]([C:38](=[N:45][O:46][CH3:47])[C:39]4[CH:40]=[CH:41][CH:42]=[CH:43][CH:44]=4)=[CH:35][CH:36]=3)[C:31]([CH3:48])([CH3:49])[CH2:30][CH2:29]2)=[CH:21][CH:20]=1)[C:13]([OH:15])=[O:14])(=[O:8])[C:2]1[CH:7]=[CH:6][CH:5]=[CH:4][CH:3]=1, predict the reactants needed to synthesize it. The reactants are: [C:1]([C:9]1[CH:53]=[CH:52][CH:51]=[CH:50][C:10]=1[NH:11][CH:12]([CH2:18][C:19]1[CH:24]=[CH:23][C:22]([O:25][CH2:26][CH2:27][N:28]2[C:37]3[C:32](=[CH:33][C:34]([C:38](=[N:45][O:46][CH3:47])[C:39]4[CH:44]=[CH:43][CH:42]=[CH:41][CH:40]=4)=[CH:35][CH:36]=3)[C:31]([CH3:49])([CH3:48])[CH2:30][CH2:29]2)=[CH:21][CH:20]=1)[C:13]([O:15]CC)=[O:14])(=[O:8])[C:2]1[CH:7]=[CH:6][CH:5]=[CH:4][CH:3]=1.[OH-].[Li+].Cl. (2) Given the product [N+:9]([C:8]1[C:3]([F:2])=[C:4]([F:15])[C:5]([F:14])=[C:6]([F:13])[C:7]=1[NH2:1])([O-:11])=[O:10], predict the reactants needed to synthesize it. The reactants are: [NH3:1].[F:2][C:3]1[C:8]([N+:9]([O-:11])=[O:10])=[C:7](F)[C:6]([F:13])=[C:5]([F:14])[C:4]=1[F:15]. (3) Given the product [Cl:8][C:7]1[C:2]([NH:17][C:18]2[C:19]([CH3:39])=[C:20]([C:35]([O:37][CH3:38])=[O:36])[CH:21]=[C:22]([C:24]3[CH:29]=[CH:28][CH:27]=[C:26]([S:30]([CH2:33][CH3:34])(=[O:32])=[O:31])[CH:25]=3)[CH:23]=2)=[N:3][CH:4]=[C:5]([Cl:9])[CH:6]=1, predict the reactants needed to synthesize it. The reactants are: Cl[C:2]1[C:7]([Cl:8])=[CH:6][C:5]([Cl:9])=[CH:4][N:3]=1.COCCOC.Cl.[NH2:17][C:18]1[C:19]([CH3:39])=[C:20]([C:35]([O:37][CH3:38])=[O:36])[CH:21]=[C:22]([C:24]2[CH:29]=[CH:28][CH:27]=[C:26]([S:30]([CH2:33][CH3:34])(=[O:32])=[O:31])[CH:25]=2)[CH:23]=1.C(=O)([O-])[O-].[K+].[K+].